Dataset: Catalyst prediction with 721,799 reactions and 888 catalyst types from USPTO. Task: Predict which catalyst facilitates the given reaction. (1) Reactant: [CH3:1][C:2]1([CH3:71])[CH:5]([C:6]([O:8][C@H:9]2[CH2:26][CH2:25][C@@:24]3([CH3:27])[C@@H:11]([CH2:12][CH2:13][C@:14]4([CH3:58])[C@@H:23]3[CH2:22][CH2:21][C@H:20]3[C@@:15]4([CH3:57])[CH2:16][CH2:17][C@@:18]4([C:34]([N:36]5[CH2:40][CH2:39][CH2:38][C@H:37]5[C:41]5[NH:42][C:43]([C:46]6[CH:51]=[CH:50][C:49]([O:52][CH2:53][CH2:54][O:55][CH3:56])=[CH:48][CH:47]=6)=[CH:44][N:45]=5)=[O:35])[CH2:30][CH2:29][C@@H:28]([C:31]([CH3:33])=[CH2:32])[C@@H:19]43)[C:10]2([CH3:60])[CH3:59])=[O:7])[CH2:4][CH:3]1[C:61]([O:63]CC1C=CC=CC=1)=[O:62].C([O-])=O.[NH4+]. Product: [CH3:56][O:55][CH2:54][CH2:53][O:52][C:49]1[CH:48]=[CH:47][C:46]([C:43]2[NH:42][C:41]([C@@H:37]3[CH2:38][CH2:39][CH2:40][N:36]3[C:34]([C@:18]34[CH2:30][CH2:29][C@@H:28]([C:31]([CH3:33])=[CH2:32])[C@@H:19]3[C@@H:20]3[C@@:15]([CH3:57])([CH2:16][CH2:17]4)[C@@:14]4([CH3:58])[C@@H:23]([C@:24]5([CH3:27])[C@@H:11]([CH2:12][CH2:13]4)[C:10]([CH3:60])([CH3:59])[C@@H:9]([O:8][C:6]([CH:5]4[CH2:4][CH:3]([C:61]([OH:63])=[O:62])[C:2]4([CH3:1])[CH3:71])=[O:7])[CH2:26][CH2:25]5)[CH2:22][CH2:21]3)=[O:35])=[N:45][CH:44]=2)=[CH:51][CH:50]=1. The catalyst class is: 582. (2) Reactant: [CH3:1][C:2]1([CH3:13])[C:10]2[C:5](=[C:6]([NH2:11])[CH:7]=[CH:8][CH:9]=2)[C@H:4]([CH3:12])[CH2:3]1.C(N(CC)CC)C.[CH3:21][N:22]1[C:26]([CH3:27])=[C:25]([C:28](Cl)=[O:29])[C:24]([CH3:31])=[N:23]1. Product: [CH3:1][C:2]1([CH3:13])[C:10]2[C:5](=[C:6]([NH:11][C:28]([C:25]3[C:24]([CH3:31])=[N:23][N:22]([CH3:21])[C:26]=3[CH3:27])=[O:29])[CH:7]=[CH:8][CH:9]=2)[C@H:4]([CH3:12])[CH2:3]1. The catalyst class is: 630.